Dataset: Forward reaction prediction with 1.9M reactions from USPTO patents (1976-2016). Task: Predict the product of the given reaction. (1) Given the reactants Br[C:2]1[N:10]([CH2:11][C:12]2[CH:17]=[CH:16][C:15]([C:18]([F:21])([F:20])[F:19])=[CH:14][CH:13]=2)[C:9]2[C:4](=[N:5][C:6]([C:29]#[N:30])=[N:7][C:8]=2[NH:22][C@@H:23]([CH:25]2[CH2:28][CH2:27][CH2:26]2)[CH3:24])[N:3]=1.[C:31]1(B2OC(C)(C)C(C)(C)O2)[CH2:36][CH2:35][CH2:34][CH2:33][CH:32]=1.P([O-])([O-])([O-])=O.[K+].[K+].[K+].O1CCOCC1, predict the reaction product. The product is: [CH:25]1([C@H:23]([NH:22][C:8]2[N:7]=[C:6]([C:29]#[N:30])[N:5]=[C:4]3[C:9]=2[N:10]([CH2:11][C:12]2[CH:13]=[CH:14][C:15]([C:18]([F:20])([F:19])[F:21])=[CH:16][CH:17]=2)[C:2]([C:31]2[CH2:36][CH2:35][CH2:34][CH2:33][CH:32]=2)=[N:3]3)[CH3:24])[CH2:28][CH2:27][CH2:26]1. (2) Given the reactants [CH2:1]([O:3][C:4]([C@H:6]1[CH2:11][CH2:10][C@H:9]([OH:12])[CH2:8][CH2:7]1)=[O:5])[CH3:2].N1C=CN=C1.[CH3:18][Si:19](Cl)([CH3:21])[CH3:20], predict the reaction product. The product is: [CH2:1]([O:3][C:4]([C@H:6]1[CH2:11][CH2:10][C@H:9]([O:12][Si:19]([CH3:21])([CH3:20])[CH3:18])[CH2:8][CH2:7]1)=[O:5])[CH3:2].